Dataset: Full USPTO retrosynthesis dataset with 1.9M reactions from patents (1976-2016). Task: Predict the reactants needed to synthesize the given product. (1) Given the product [CH2:1]([O:3][C:4]([C:6]1[CH2:11][C@@H:10]([NH2:12])[C@@H:9]2[O:13][C:6]([CH2:11][CH3:10])([CH2:7][CH3:8])[O:14][C@@H:8]2[CH:7]=1)=[O:5])[CH3:2], predict the reactants needed to synthesize it. The reactants are: [CH2:1]([O:3][C:4]([C:6]1[CH2:11][C@@H:10]([NH2:12])[C@H:9]([OH:13])[C@H:8]([OH:14])[CH:7]=1)=[O:5])[CH3:2].CS(O)(=O)=O. (2) Given the product [CH3:17][S:21]([O-:22])(=[O:27])=[O:23].[F:1][C:2]([F:15])([F:16])[CH2:3][O:4][C:5]1[C:14]2[C:9](=[CH:10][CH:11]=[CH:12][CH:13]=2)[C:8]([S+:21]2[CH2:17][CH2:18][CH2:19][CH2:20]2)=[CH:7][CH:6]=1, predict the reactants needed to synthesize it. The reactants are: [F:1][C:2]([F:16])([F:15])[CH2:3][O:4][C:5]1[C:14]2[C:9](=[CH:10][CH:11]=[CH:12][CH:13]=2)[CH:8]=[CH:7][CH:6]=1.[CH2:17]1[S:21](=[O:22])[CH2:20][CH2:19][CH2:18]1.[OH2:23].C([O:27]C(C)C)(C)C.